From a dataset of Forward reaction prediction with 1.9M reactions from USPTO patents (1976-2016). Predict the product of the given reaction. (1) The product is: [Si:41]([O:15][C@@H:13]([CH3:14])[C@@H:12]([NH:16][C:17]1[CH:22]=[CH:21][C:20]([C:23]#[N:24])=[C:19]([C:25]([F:28])([F:27])[F:26])[CH:18]=1)[C:11]([NH:10][NH:9][C:7](=[O:8])[C:6]1[CH:5]=[CH:4][C:3]([C:1]#[N:2])=[CH:31][CH:30]=1)=[O:29])([C:38]([CH3:40])([CH3:39])[CH3:37])([CH3:43])[CH3:42]. Given the reactants [C:1]([C:3]1[CH:31]=[CH:30][C:6]([C:7]([NH:9][NH:10][C:11](=[O:29])[C@H:12]([NH:16][C:17]2[CH:22]=[CH:21][C:20]([C:23]#[N:24])=[C:19]([C:25]([F:28])([F:27])[F:26])[CH:18]=2)[C@@H:13]([OH:15])[CH3:14])=[O:8])=[CH:5][CH:4]=1)#[N:2].N1C=CN=C1.[CH3:37][C:38]([Si:41](Cl)([CH3:43])[CH3:42])([CH3:40])[CH3:39], predict the reaction product. (2) Given the reactants [F:1][C:2]1[CH:7]=[C:6]([C:8](O)=[O:9])[CH:5]=[C:4]([F:11])[N:3]=1.CO, predict the reaction product. The product is: [F:1][C:2]1[CH:7]=[C:6]([CH2:8][OH:9])[CH:5]=[C:4]([F:11])[N:3]=1. (3) Given the reactants CC1[O:3][C:4](=[O:16])/[C:5](=[CH:7]/[C:8]2[CH:13]=[CH:12][C:11]([S:14][CH3:15])=[CH:10][CH:9]=2)/N=1.Cl.[O:18]1CCOCC1, predict the reaction product. The product is: [CH3:15][S:14][C:11]1[CH:12]=[CH:13][C:8]([CH2:7][C:5](=[O:18])[C:4]([OH:3])=[O:16])=[CH:9][CH:10]=1. (4) Given the reactants [C:1]([C:3]1([OH:9])[CH2:8][CH2:7][CH2:6][CH2:5][CH2:4]1)#[CH:2].[C:10](OC(=O)C)(=[O:12])[CH3:11].C([O-])(O)=O.[Na+].CCOCC, predict the reaction product. The product is: [C:10]([O:9][C:3]1([C:1]#[CH:2])[CH2:8][CH2:7][CH2:6][CH2:5][CH2:4]1)(=[O:12])[CH3:11]. (5) Given the reactants [N+:1]([C:4]1[CH:18]=[CH:17][C:7]([O:8][CH2:9][CH2:10][O:11][CH:12]2[CH2:16][CH2:15][O:14][CH2:13]2)=[CH:6][CH:5]=1)([O-])=O.CO, predict the reaction product. The product is: [O:14]1[CH2:15][CH2:16][CH:12]([O:11][CH2:10][CH2:9][O:8][C:7]2[CH:6]=[CH:5][C:4]([NH2:1])=[CH:18][CH:17]=2)[CH2:13]1. (6) Given the reactants [OH:1][C@@H:2]([CH2:10][O:11][S:12]([CH3:15])(=[O:14])=[O:13])[CH2:3][CH2:4][O:5][S:6]([CH3:9])(=[O:8])=[O:7].N1C=CN=C1.[C:21]([Si:25](Cl)([C:32]1[CH:37]=[CH:36][CH:35]=[CH:34][CH:33]=1)[C:26]1[CH:31]=[CH:30][CH:29]=[CH:28][CH:27]=1)([CH3:24])([CH3:23])[CH3:22].O, predict the reaction product. The product is: [Si:25]([O:1][C@@H:2]([CH2:10][O:11][S:12]([CH3:15])(=[O:14])=[O:13])[CH2:3][CH2:4][O:5][S:6]([CH3:9])(=[O:8])=[O:7])([C:21]([CH3:24])([CH3:23])[CH3:22])([C:32]1[CH:33]=[CH:34][CH:35]=[CH:36][CH:37]=1)[C:26]1[CH:31]=[CH:30][CH:29]=[CH:28][CH:27]=1. (7) Given the reactants [CH2:1]([O:3][C:4]1[CH:13]=[CH:12][C:7]([C:8]([O:10]C)=[O:9])=[CH:6][C:5]=1[C:14]#[C:15][C:16]1[CH:21]=[CH:20][CH:19]=[CH:18][N:17]=1)[CH3:2].O.[OH-].[Li+], predict the reaction product. The product is: [CH2:1]([O:3][C:4]1[CH:13]=[CH:12][C:7]([C:8]([OH:10])=[O:9])=[CH:6][C:5]=1[C:14]#[C:15][C:16]1[CH:21]=[CH:20][CH:19]=[CH:18][N:17]=1)[CH3:2].